This data is from Peptide-MHC class I binding affinity with 185,985 pairs from IEDB/IMGT. The task is: Regression. Given a peptide amino acid sequence and an MHC pseudo amino acid sequence, predict their binding affinity value. This is MHC class I binding data. The peptide sequence is ERYFRINSL. The MHC is HLA-A30:02 with pseudo-sequence HLA-A30:02. The binding affinity (normalized) is 0.